This data is from Reaction yield outcomes from USPTO patents with 853,638 reactions. The task is: Predict the reaction yield, written as a fraction of the theoretical maximum amount of product (1.0 means a 100% yield; for example, 0.34 means a 34% yield). The reactants are [OH-].[Na+].C[O:4][C:5](=[O:41])[CH2:6][C:7]1[CH:8]=[N:9][CH:10]=[C:11]([C:13]2[C:18]([CH3:19])=[CH:17][C:16]([C:20]([CH2:38][CH3:39])([C:23]3[CH:28]=[CH:27][C:26](/[CH:29]=[CH:30]/[C:31]([CH2:35][CH3:36])([OH:34])[CH2:32][CH3:33])=[C:25]([CH3:37])[CH:24]=3)[CH2:21][CH3:22])=[CH:15][C:14]=2[CH3:40])[CH:12]=1.[Cl-].[NH4+]. The catalyst is CO.O1CCCC1. The product is [CH2:21]([C:20]([C:16]1[CH:17]=[C:18]([CH3:19])[C:13]([C:11]2[CH:12]=[C:7]([CH2:6][C:5]([OH:41])=[O:4])[CH:8]=[N:9][CH:10]=2)=[C:14]([CH3:40])[CH:15]=1)([C:23]1[CH:28]=[CH:27][C:26](/[CH:29]=[CH:30]/[C:31]([CH2:32][CH3:33])([OH:34])[CH2:35][CH3:36])=[C:25]([CH3:37])[CH:24]=1)[CH2:38][CH3:39])[CH3:22]. The yield is 0.460.